From a dataset of Full USPTO retrosynthesis dataset with 1.9M reactions from patents (1976-2016). Predict the reactants needed to synthesize the given product. Given the product [CH3:1][S:2]([O:6][CH:7]1[CH2:8][CH2:9][N:10]([C:13]([O:15][C:16]([CH3:19])([CH3:18])[CH3:17])=[O:14])[CH2:11][CH2:12]1)(=[O:4])=[O:3], predict the reactants needed to synthesize it. The reactants are: [CH3:1][S:2](Cl)(=[O:4])=[O:3].[OH:6][CH:7]1[CH2:12][CH2:11][N:10]([C:13]([O:15][C:16]([CH3:19])([CH3:18])[CH3:17])=[O:14])[CH2:9][CH2:8]1.C(N(CC)CC)C.